From a dataset of Catalyst prediction with 721,799 reactions and 888 catalyst types from USPTO. Predict which catalyst facilitates the given reaction. (1) Reactant: [N:1]([CH2:4][CH:5]([NH:11][C:12]([C:14]1[N:18]2[CH:19]=[CH:20][CH:21]=[C:22]([O:23][CH2:24][C:25]3[C:30]([F:31])=[CH:29][CH:28]=[CH:27][C:26]=3[F:32])[C:17]2=[N:16][C:15]=1[CH3:33])=[O:13])[CH2:6][C:7]([F:10])([F:9])[F:8])=[N+]=[N-].[H][H]. Product: [NH2:1][CH2:4][CH:5]([NH:11][C:12]([C:14]1[N:18]2[CH:19]=[CH:20][CH:21]=[C:22]([O:23][CH2:24][C:25]3[C:30]([F:31])=[CH:29][CH:28]=[CH:27][C:26]=3[F:32])[C:17]2=[N:16][C:15]=1[CH3:33])=[O:13])[CH2:6][C:7]([F:8])([F:10])[F:9]. The catalyst class is: 29. (2) Reactant: [CH3:1][N:2]1[C:11]2[C:6](=[CH:7][C:8]([C:18]#[N:19])=[C:9]([C:12]3[CH:13]=[N:14][N:15]([CH3:17])[CH:16]=3)[CH:10]=2)[N:5]([C:20]2[C:24]3[CH2:25][NH:26][CH2:27][CH2:28][C:23]=3[N:22]([CH:29]3[CH2:34][CH2:33][O:32][CH2:31][CH2:30]3)[N:21]=2)[CH2:4][CH:3]1[CH3:35].C(N(CC)CC)C.[CH3:43][NH:44][C:45](N1C=CN=C1)=[O:46]. Product: [C:18]([C:8]1[CH:7]=[C:6]2[C:11]([N:2]([CH3:1])[CH:3]([CH3:35])[CH2:4][N:5]2[C:20]2[C:24]3[CH2:25][N:26]([C:45]([NH:44][CH3:43])=[O:46])[CH2:27][CH2:28][C:23]=3[N:22]([CH:29]3[CH2:34][CH2:33][O:32][CH2:31][CH2:30]3)[N:21]=2)=[CH:10][C:9]=1[C:12]1[CH:13]=[N:14][N:15]([CH3:17])[CH:16]=1)#[N:19]. The catalyst class is: 2. (3) Reactant: [N:1]1([C@@H:7]2[CH2:11][CH2:10][N:9](C(OC(C)(C)C)=O)[CH2:8]2)[CH2:6][CH2:5][CH2:4][CH2:3][CH2:2]1.[ClH:19].O1CCOCC1. Product: [ClH:19].[ClH:19].[NH:9]1[CH2:10][CH2:11][C@@H:7]([N:1]2[CH2:2][CH2:3][CH2:4][CH2:5][CH2:6]2)[CH2:8]1. The catalyst class is: 5. (4) Reactant: [I:1][C:2]1[CH:8]=[CH:7][C:5]([NH2:6])=[CH:4][CH:3]=1.[F:9][C:10]1[CH:15]=[CH:14][C:13]([C:16]([F:19])([F:18])[F:17])=[CH:12][C:11]=1[N:20]=[C:21]=[O:22].CCCCCC. Product: [F:9][C:10]1[CH:15]=[CH:14][C:13]([C:16]([F:19])([F:18])[F:17])=[CH:12][C:11]=1[NH:20][C:21]([NH:6][C:5]1[CH:7]=[CH:8][C:2]([I:1])=[CH:3][CH:4]=1)=[O:22]. The catalyst class is: 26. (5) Reactant: [N+:1]([O-:4])([OH:3])=[O:2].[Br:5][C:6]1[CH:24]=[N:23][C:9]2[N:10]=[C:11]([N:17]3[CH2:20][CH:19]([NH:21][CH3:22])[CH2:18]3)[C:12]3[N:13]([CH:14]=[N:15][N:16]=3)[C:8]=2[CH:7]=1. Product: [N+:1]([O-:4])([OH:3])=[O:2].[Br:5][C:6]1[CH:24]=[N:23][C:9]2[N:10]=[C:11]([N:17]3[CH2:20][CH:19]([NH:21][CH3:22])[CH2:18]3)[C:12]3[N:13]([CH:14]=[N:15][N:16]=3)[C:8]=2[CH:7]=1. The catalyst class is: 8.